Dataset: Forward reaction prediction with 1.9M reactions from USPTO patents (1976-2016). Task: Predict the product of the given reaction. Given the reactants Br[C:2]1[N:6]2[CH:7]=[CH:8][C:9]([CH:11]([O:14][CH3:15])[O:12][CH3:13])=[N:10][C:5]2=[N:4][CH:3]=1.CC1(C)C(C)(C)OB([C:24]2[CH:25]=[C:26]([C:30]3[C:31]([C:36]#[N:37])=[CH:32][CH:33]=[CH:34][CH:35]=3)[CH:27]=[CH:28][CH:29]=2)O1, predict the reaction product. The product is: [CH3:13][O:12][CH:11]([O:14][CH3:15])[C:9]1[CH:8]=[CH:7][N:6]2[C:2]([C:28]3[CH:27]=[C:26]([C:30]4[C:31]([C:36]#[N:37])=[CH:32][CH:33]=[CH:34][CH:35]=4)[CH:25]=[CH:24][CH:29]=3)=[CH:3][N:4]=[C:5]2[N:10]=1.